From a dataset of Catalyst prediction with 721,799 reactions and 888 catalyst types from USPTO. Predict which catalyst facilitates the given reaction. (1) Reactant: [NH:1]1[CH2:6][CH2:5][CH2:4][C@H:3]([NH:7][C:8](=[O:14])[O:9][C:10]([CH3:13])([CH3:12])[CH3:11])[CH2:2]1.Br[C:16]1[CH:21]=[CH:20][CH:19]=[CH:18][CH:17]=1.CC(C)([O-])C.[Na+].CS(C)=O. Product: [C:16]1([N:1]2[CH2:6][CH2:5][CH2:4][C@H:3]([NH:7][C:8](=[O:14])[O:9][C:10]([CH3:11])([CH3:13])[CH3:12])[CH2:2]2)[CH:21]=[CH:20][CH:19]=[CH:18][CH:17]=1. The catalyst class is: 6. (2) Reactant: C[O:2][C:3]([C:5]1[CH:6]=[C:7]([I:15])[CH:8]=[C:9]2[C:14]=1[O:13][CH2:12][CH:11]=[CH:10]2)=[O:4]. Product: [I:15][C:7]1[CH:8]=[C:9]2[C:14](=[C:5]([C:3]([OH:4])=[O:2])[CH:6]=1)[O:13][CH2:12][CH:11]=[CH:10]2. The catalyst class is: 500. (3) Reactant: [OH:1][C:2]1[CH2:7][C:6]([CH2:11][CH2:12][C:13]2[CH:17]=[CH:16][S:15][C:14]=2[CH2:18][OH:19])([CH:8]([CH3:10])[CH3:9])[O:5][C:4](=[O:20])[CH:3]=1.[C:21]([C:25]1[CH:30]=[C:29]([CH2:31][OH:32])[C:28]([CH3:33])=[CH:27][C:26]=1[S:34]S(C1C=CC(C)=CC=1)(=O)=O)([CH3:24])([CH3:23])[CH3:22].CCN(CC)CC. Product: [C:21]([C:25]1[CH:30]=[C:29]([CH2:31][OH:32])[C:28]([CH3:33])=[CH:27][C:26]=1[S:34][C:3]1[C:4](=[O:20])[O:5][C:6]([CH2:11][CH2:12][C:13]2[CH:17]=[CH:16][S:15][C:14]=2[CH2:18][OH:19])([CH:8]([CH3:9])[CH3:10])[CH2:7][C:2]=1[OH:1])([CH3:24])([CH3:23])[CH3:22]. The catalyst class is: 10. (4) Reactant: [H-].[Na+].Cl[C:4]1[CH:9]=[C:8]([O:10][CH:11]([CH3:16])[C:12]([OH:15])([CH3:14])[CH3:13])[N:7]=[CH:6][N:5]=1.I[CH3:18].[CH2:19]([OH:23])[C:20]#[C:21][CH3:22].[Cl-].[NH4+]. Product: [CH2:19]([O:23][C:4]1[CH:9]=[C:8]([O:10][CH:11]([CH3:16])[C:12]([O:15][CH3:18])([CH3:14])[CH3:13])[N:7]=[CH:6][N:5]=1)[C:20]#[C:21][CH3:22]. The catalyst class is: 7. (5) Reactant: C([O:5]O)(C)(C)C.C([Li])CCC.[C:12]([O:16][C:17]([N:19]1[CH2:24][CH2:23][N:22]([C:25](=[O:28])[CH:26]=[CH2:27])[CH2:21][CH2:20]1)=[O:18])([CH3:15])([CH3:14])[CH3:13].S([O-])([O-])=O.[Na+].[Na+]. Product: [C:12]([O:16][C:17]([N:19]1[CH2:20][CH2:21][N:22]([C:25]([CH:26]2[CH2:27][O:5]2)=[O:28])[CH2:23][CH2:24]1)=[O:18])([CH3:15])([CH3:14])[CH3:13]. The catalyst class is: 165. (6) Reactant: Cl[C:2]1[N:7]=[C:6]([NH2:8])[CH:5]=[CH:4][N:3]=1.[CH3:9][C:10]1([OH:16])[CH2:15][CH2:14][NH:13][CH2:12][CH2:11]1.C(=O)([O-])[O-].[K+].[K+]. Product: [NH2:8][C:6]1[CH:5]=[CH:4][N:3]=[C:2]([N:13]2[CH2:14][CH2:15][C:10]([CH3:9])([OH:16])[CH2:11][CH2:12]2)[N:7]=1. The catalyst class is: 58. (7) Reactant: Cl.Cl.Cl.[O:4]1[C:12]2[CH:11]=[CH:10][N:9]=[C:8]([N:13]3[CH2:18][CH2:17][N:16]([CH2:19][CH2:20][C@H:21]4[CH2:26][CH2:25][C@H:24]([NH2:27])[CH2:23][CH2:22]4)[CH2:15][CH2:14]3)[C:7]=2[CH:6]=[CH:5]1.CCN(CC)CC.[CH3:35][S:36](Cl)(=[O:38])=[O:37].O. Product: [O:4]1[C:12]2[CH:11]=[CH:10][N:9]=[C:8]([N:13]3[CH2:18][CH2:17][N:16]([CH2:19][CH2:20][C@H:21]4[CH2:26][CH2:25][C@H:24]([NH:27][S:36]([CH3:35])(=[O:38])=[O:37])[CH2:23][CH2:22]4)[CH2:15][CH2:14]3)[C:7]=2[CH:6]=[CH:5]1. The catalyst class is: 2. (8) Reactant: Cl([O-])=O.[Na+].P([O-])(O)(O)=[O:6].[Na+].CC(=CC)C.[C:16]([O:20][C:21]([N:23]1[CH2:26][CH:25]([CH2:27][O:28][C:29]2[CH:34]=[CH:33][CH:32]=[CH:31][C:30]=2[CH:35]=[O:36])[CH2:24]1)=[O:22])([CH3:19])([CH3:18])[CH3:17]. Product: [C:16]([O:20][C:21]([N:23]1[CH2:26][CH:25]([CH2:27][O:28][C:29]2[CH:34]=[CH:33][CH:32]=[CH:31][C:30]=2[C:35]([OH:6])=[O:36])[CH2:24]1)=[O:22])([CH3:19])([CH3:17])[CH3:18]. The catalyst class is: 127. (9) Reactant: [F:1][C:2]1[CH:3]=[C:4]([CH:36]=[CH:37][C:38]=1[F:39])[CH2:5][NH:6][C:7](=[O:35])[C:8]1[CH:13]=[C:12]([C:14]([F:17])([F:16])[F:15])[CH:11]=[N:10][C:9]=1[NH:18][CH2:19][C:20]1[CH:25]=[CH:24][C:23](B2OC(C)(C)C(C)(C)O2)=[CH:22][CH:21]=1.[CH3:40][N:41]([CH3:56])[CH2:42][CH2:43][CH2:44][N:45]1[C:49]2[N:50]=[CH:51][N:52]=[C:53]([NH2:54])[C:48]=2[C:47](I)=[CH:46]1.ClCCl.CN(C)C=O.C(=O)(O)[O-].[Na+]. Product: [NH2:54][C:53]1[C:48]2[C:47]([C:23]3[CH:24]=[CH:25][C:20]([CH2:19][NH:18][C:9]4[N:10]=[CH:11][C:12]([C:14]([F:15])([F:17])[F:16])=[CH:13][C:8]=4[C:7]([NH:6][CH2:5][C:4]4[CH:36]=[CH:37][C:38]([F:39])=[C:2]([F:1])[CH:3]=4)=[O:35])=[CH:21][CH:22]=3)=[CH:46][N:45]([CH2:44][CH2:43][CH2:42][N:41]([CH3:40])[CH3:56])[C:49]=2[N:50]=[CH:51][N:52]=1. The catalyst class is: 140. (10) Reactant: [N+:1]([C:4]1[CH:13]=[CH:12][CH:11]=[C:10]2[C:5]=1[C:6](=[O:15])[NH:7][NH:8][C:9]2=[O:14])([O-:3])=[O:2].[OH2:16]. Product: [N+:1]([C:4]1[CH:13]=[CH:12][CH:11]=[C:10]2[C:9]([O:16][C:6](=[O:15])[C:5]=12)=[O:14])([O-:3])=[O:2].[OH2:2].[NH2:7][NH2:8]. The catalyst class is: 15.